Dataset: Full USPTO retrosynthesis dataset with 1.9M reactions from patents (1976-2016). Task: Predict the reactants needed to synthesize the given product. (1) Given the product [Cl:27][C:11]1[CH:10]=[C:9]([Cl:28])[CH:8]=[C:7]2[C:12]=1[C:13]([O:15][CH2:16][C:17](=[O:26])[NH:18][C:19]1[CH:24]=[CH:23][C:22]([OH:25])=[CH:21][CH:20]=1)=[CH:14][C:5]([C:3]([OH:4])=[O:2])=[CH:6]2, predict the reactants needed to synthesize it. The reactants are: C[O:2][C:3]([C:5]1[CH:14]=[C:13]([O:15][CH2:16][C:17](=[O:26])[NH:18][C:19]2[CH:24]=[CH:23][C:22]([OH:25])=[CH:21][CH:20]=2)[C:12]2[C:7](=[CH:8][C:9]([Cl:28])=[CH:10][C:11]=2[Cl:27])[CH:6]=1)=[O:4].[Li+].[OH-]. (2) Given the product [OH:2][C:3]1[CH:4]=[C:5]2[C:10](=[CH:11][C:12]=1[CH3:13])[C:9](=[O:14])[CH2:8][CH2:7][C:6]2([CH3:16])[CH3:15], predict the reactants needed to synthesize it. The reactants are: C[O:2][C:3]1[CH:4]=[C:5]2[C:10](=[CH:11][C:12]=1[CH3:13])[C:9](=[O:14])[CH2:8][CH2:7][C:6]2([CH3:16])[CH3:15].[C-]#N.[Na+].C#N.Cl. (3) Given the product [OH:12][CH2:11][C:4]1([C:7]([O:9][CH3:10])=[O:8])[CH2:5][CH2:6][O:1][CH2:2][CH2:3]1, predict the reactants needed to synthesize it. The reactants are: [O:1]1[CH2:6][CH2:5][C:4]([C:11](OC)=[O:12])([C:7]([O:9][CH3:10])=[O:8])[CH2:3][CH2:2]1.S([O-])([O-])(=O)=O.[Na+].[Na+].